This data is from Human intestinal absorption (HIA) binary classification data from Hou et al.. The task is: Regression/Classification. Given a drug SMILES string, predict its absorption, distribution, metabolism, or excretion properties. Task type varies by dataset: regression for continuous measurements (e.g., permeability, clearance, half-life) or binary classification for categorical outcomes (e.g., BBB penetration, CYP inhibition). Dataset: hia_hou. (1) The drug is Nc1nc2ccc(OC(F)(F)F)cc2s1. The result is 1 (good absorption). (2) The drug is Cc1cc(NC(=O)C2=C(O)c3ccccc3S(=O)(=O)[C@@H]2C)no1. The result is 1 (good absorption).